This data is from Reaction yield outcomes from USPTO patents with 853,638 reactions. The task is: Predict the reaction yield, written as a fraction of the theoretical maximum amount of product (1.0 means a 100% yield; for example, 0.34 means a 34% yield). (1) The reactants are [Cl:1][C:2]1[CH:3]=[CH:4][C:5]([CH3:11])=[C:6]([CH:10]=1)[C:7]([OH:9])=[O:8].OS(O)(=O)=O.[N+:17]([O-])([OH:19])=[O:18]. No catalyst specified. The product is [Cl:1][C:2]1[CH:3]=[C:4]([N+:17]([O-:19])=[O:18])[C:5]([CH3:11])=[C:6]([CH:10]=1)[C:7]([OH:9])=[O:8]. The yield is 0.990. (2) The reactants are [F:1][C:2]1[CH:3]=[C:4]2[C:8](=[CH:9][C:10]=1[NH2:11])[NH:7][C:6](=[O:12])[CH2:5]2.F[C:14]1[CH:21]=[CH:20][C:17]([CH:18]=O)=[CH:16][CH:15]=1.[BH4-].[Na+].O.[CH2:25](O)C. No catalyst specified. The product is [F:1][C:2]1[CH:3]=[C:4]2[C:8](=[CH:9][C:10]=1[NH:11][CH2:25][C:14]1[CH:21]=[CH:20][C:17]([CH3:18])=[CH:16][CH:15]=1)[NH:7][C:6](=[O:12])[CH2:5]2. The yield is 0.450.